This data is from Catalyst prediction with 721,799 reactions and 888 catalyst types from USPTO. The task is: Predict which catalyst facilitates the given reaction. (1) Reactant: [C:1]([NH:5][C:6]([C:8]1[C:16]2[C:11](=[N:12][CH:13]=[C:14]([C:17]3[C:25]4[C:20](=[CH:21][CH:22]=[C:23]([O:26][CH:27]([F:29])[F:28])[CH:24]=4)[N:19]([CH2:30][CH2:31][C:32]([N:34]([CH3:36])[CH3:35])=[O:33])[N:18]=3)[N:15]=2)[N:10](COCC[Si](C)(C)C)[CH:9]=1)=[O:7])([CH3:4])([CH3:3])[CH3:2].FC(F)(F)C(O)=O. Product: [C:1]([NH:5][C:6]([C:8]1[C:16]2[C:11](=[N:12][CH:13]=[C:14]([C:17]3[C:25]4[C:20](=[CH:21][CH:22]=[C:23]([O:26][CH:27]([F:28])[F:29])[CH:24]=4)[N:19]([CH2:30][CH2:31][C:32](=[O:33])[N:34]([CH3:36])[CH3:35])[N:18]=3)[N:15]=2)[NH:10][CH:9]=1)=[O:7])([CH3:4])([CH3:3])[CH3:2]. The catalyst class is: 4. (2) Reactant: [OH:1][C@:2]1([CH2:9][NH:10][C:11]([C:13]2[C:14]3[CH:15]=[CH:16][C:17]([C:24]4[CH2:28][CH2:27][CH2:26][CH:25]=4)=[N:18][C:19]=3[CH:20]=[CH:21][C:22]=2[Cl:23])=[O:12])[CH2:7][CH2:6][CH2:5][C@@H:4]([CH3:8])[CH2:3]1.C([SiH](CC)CC)C. Product: [OH:1][C@:2]1([CH2:9][NH:10][C:11]([C:13]2[C:14]3[CH:15]=[CH:16][C:17]([CH:24]4[CH2:25][CH2:26][CH2:27][CH2:28]4)=[N:18][C:19]=3[CH:20]=[CH:21][C:22]=2[Cl:23])=[O:12])[CH2:7][CH2:6][CH2:5][C@@H:4]([CH3:8])[CH2:3]1. The catalyst class is: 45. (3) Reactant: [N:1]1([C:10]2[CH:16]=[CH:15][C:13]([NH2:14])=[CH:12][CH:11]=2)[C:9]2[CH:8]=[CH:7][N:6]=[CH:5][C:4]=2[N:3]=[CH:2]1.[Cl:17][C:18]1[CH:23]=[CH:22][C:21]([N:24]=[C:25]=[O:26])=[CH:20][C:19]=1[C:27]([F:30])([F:29])[F:28]. Product: [Cl:17][C:18]1[CH:23]=[CH:22][C:21]([NH:24][C:25]([NH:14][C:13]2[CH:15]=[CH:16][C:10]([N:1]3[C:9]4[CH:8]=[CH:7][N:6]=[CH:5][C:4]=4[N:3]=[CH:2]3)=[CH:11][CH:12]=2)=[O:26])=[CH:20][C:19]=1[C:27]([F:28])([F:29])[F:30]. The catalyst class is: 4. (4) Reactant: C([O:5][CH:6]([C@@H:8]([C:25](=[O:100])[NH:26][C@@H:27]([CH2:96][CH:97]([CH3:99])[CH3:98])[C:28](=[O:95])[N:29]([CH3:94])[C@@H:30]([CH2:90][CH:91]([CH3:93])[CH3:92])[C:31](=[O:89])[NH:32][C@@H:33]([CH3:88])[C:34](=[O:87])[NH:35][C@H:36]([CH3:86])[C:37](=[O:85])[N:38]([CH3:84])[C@@H:39]([CH2:80][CH:81]([CH3:83])[CH3:82])[C:40](=[O:79])[NH:41][C@@H:42]([CH2:75][CH:76]([CH3:78])[CH3:77])[C:43](=[O:74])[N:44]([CH3:73])[C@@H:45]([CH:70]([CH3:72])[CH3:71])[C:46](=[O:69])[N:47]([CH3:68])[C@@H:48]([C@H:60]([OH:67])[C@H:61]([CH3:66])[CH2:62]/[CH:63]=[CH:64]/[CH3:65])[C:49](=[O:59])[NH:50][C@@H:51]([C@H:56]([OH:58])[CH3:57])[C:52]([O:54]C)=[O:53])[N:9]([CH3:24])[C:10](=[O:23])[C@@H:11]([CH2:21][CH3:22])[N:12](C)[C:13](=O)OC(C)(C)C)[CH3:7])(C)(C)C.C([O-])(O)=O.[Na+]. Product: [CH2:21]([C@H:11]([C:10](=[O:23])[N:9]([CH3:24])[C@@H:8]([CH:6]([OH:5])[CH3:7])[C:25](=[O:100])[NH:26][C@@H:27]([CH2:96][CH:97]([CH3:99])[CH3:98])[C:28](=[O:95])[N:29]([CH3:94])[C@@H:30]([CH2:90][CH:91]([CH3:93])[CH3:92])[C:31](=[O:89])[NH:32][C@@H:33]([CH3:88])[C:34](=[O:87])[NH:35][C@H:36]([CH3:86])[C:37](=[O:85])[N:38]([CH3:84])[C@@H:39]([CH2:80][CH:81]([CH3:82])[CH3:83])[C:40](=[O:79])[NH:41][C@@H:42]([CH2:75][CH:76]([CH3:77])[CH3:78])[C:43](=[O:74])[N:44]([CH3:73])[C@@H:45]([CH:70]([CH3:71])[CH3:72])[C:46](=[O:69])[N:47]([CH3:68])[C@@H:48]([C@H:60]([OH:67])[C@H:61]([CH3:66])[CH2:62]/[CH:63]=[CH:64]/[CH3:65])[C:49](=[O:59])[NH:50][C@@H:51]([C@H:56]([OH:58])[CH3:57])[C:52]([OH:54])=[O:53])[NH:12][CH3:13])[CH3:22]. The catalyst class is: 137. (5) Reactant: [C:1]([O:5][C:6]([N:8]1[CH2:13][CH:12]=[C:11]([C:14]2[C:22]3[S:21][C:20]([NH2:23])=[N:19][C:18]=3[C:17]([O:24][CH3:25])=[CH:16][CH:15]=2)[CH2:10][CH2:9]1)=[O:7])([CH3:4])([CH3:3])[CH3:2].C(N(C(C)C)C(C)C)C.[F:35][C:36]1[CH:44]=[CH:43][C:39]([C:40](Cl)=[O:41])=[CH:38][CH:37]=1.CO. Product: [C:1]([O:5][C:6]([N:8]1[CH2:9][CH:10]=[C:11]([C:14]2[C:22]3[S:21][C:20]([NH:23][C:40](=[O:41])[C:39]4[CH:43]=[CH:44][C:36]([F:35])=[CH:37][CH:38]=4)=[N:19][C:18]=3[C:17]([O:24][CH3:25])=[CH:16][CH:15]=2)[CH2:12][CH2:13]1)=[O:7])([CH3:4])([CH3:3])[CH3:2]. The catalyst class is: 1. (6) Reactant: [O:1]1[C:5]2([CH2:10][CH2:9][CH:8]([OH:11])[CH2:7][CH2:6]2)[O:4][CH2:3][CH2:2]1.Br[CH2:13][CH2:14][CH3:15].[H-].[Na+].O. Product: [CH2:13]([O:11][CH:8]1[CH2:9][CH2:10][C:5]2([O:4][CH2:3][CH2:2][O:1]2)[CH2:6][CH2:7]1)[CH2:14][CH3:15]. The catalyst class is: 60.